Dataset: Catalyst prediction with 721,799 reactions and 888 catalyst types from USPTO. Task: Predict which catalyst facilitates the given reaction. Reactant: Br[C:2]1[C:11]([CH3:12])=[CH:10][C:9]2[C:4](=[CH:5][CH:6]=[C:7]([S:13]([CH3:16])(=[O:15])=[O:14])[CH:8]=2)[C:3]=1[OH:17].C(N(CC)CC)C. Product: [CH3:12][C:11]1[CH:2]=[C:3]([OH:17])[C:4]2[C:9]([CH:10]=1)=[CH:8][C:7]([S:13]([CH3:16])(=[O:15])=[O:14])=[CH:6][CH:5]=2. The catalyst class is: 63.